The task is: Predict the reaction yield, written as a fraction of the theoretical maximum amount of product (1.0 means a 100% yield; for example, 0.34 means a 34% yield).. This data is from Reaction yield outcomes from USPTO patents with 853,638 reactions. (1) The reactants are [H-].[Na+].[NH:3]1[C:11]2[C:6](=[CH:7][CH:8]=[CH:9][CH:10]=2)[CH:5]=[CH:4]1.Br[CH2:13][CH2:14][CH2:15][CH2:16][CH2:17][CH2:18][Cl:19]. The catalyst is CN(C=O)C.CCOC(C)=O. The product is [Cl:19][CH2:18][CH2:17][CH2:16][CH2:15][CH2:14][CH2:13][N:3]1[C:11]2[C:6](=[CH:7][CH:8]=[CH:9][CH:10]=2)[CH:5]=[CH:4]1. The yield is 0.760. (2) The reactants are [F:1][C:2]1[CH:10]=[C:9]2[C:5]([CH2:6][O:7][C:8]2=[O:11])=[C:4]([N+:12]([O-])=O)[CH:3]=1.[H][H]. The catalyst is CCOC(C)=O.[Pd]. The product is [NH2:12][C:4]1[CH:3]=[C:2]([F:1])[CH:10]=[C:9]2[C:5]=1[CH2:6][O:7][C:8]2=[O:11]. The yield is 0.920. (3) The reactants are O=C1C2C(=CC=CC=2)C(=O)[N:3]1[CH2:12][CH2:13][CH2:14][CH2:15][C:16]1[CH:21]=[CH:20][C:19]([S:22]([NH:25][C@@H:26]([CH:30]([CH3:32])[CH3:31])[C:27]([NH2:29])=[O:28])(=[O:24])=[O:23])=[CH:18][CH:17]=1.CN. No catalyst specified. The product is [NH2:3][CH2:12][CH2:13][CH2:14][CH2:15][C:16]1[CH:17]=[CH:18][C:19]([S:22]([NH:25][C@@H:26]([CH:30]([CH3:32])[CH3:31])[C:27]([NH2:29])=[O:28])(=[O:24])=[O:23])=[CH:20][CH:21]=1. The yield is 0.540. (4) The reactants are C(Cl)(=O)C(Cl)=O.CS(C)=O.[CH3:11][C:12]1[O:13][CH2:14][C:15]([CH2:33][OH:34])([CH2:17][CH2:18][C:19]2[CH:24]=[CH:23][C:22]([CH2:25][CH2:26][CH2:27][CH2:28][CH2:29][CH2:30][CH2:31][CH3:32])=[CH:21][CH:20]=2)[N:16]=1. The catalyst is C(Cl)Cl. The product is [CH3:11][C:12]1[O:13][CH2:14][C:15]([CH:33]=[O:34])([CH2:17][CH2:18][C:19]2[CH:24]=[CH:23][C:22]([CH2:25][CH2:26][CH2:27][CH2:28][CH2:29][CH2:30][CH2:31][CH3:32])=[CH:21][CH:20]=2)[N:16]=1. The yield is 1.00. (5) The reactants are F[C:2](F)(F)[C:3]([O-])=O.[CH2:8]([O:10][C:11](=[O:28])[C:12]1[C:17]([NH:18][C:19]2[CH:24]=[CH:23][C:22]([I:25])=[CH:21][C:20]=2[F:26])=[CH:16][C:15]([NH2:27])=[N:14][CH:13]=1)[CH3:9].ClCC=O.C(=O)([O-])[O-].[K+].[K+]. The product is [CH2:8]([O:10][C:11]([C:12]1[C:17]([NH:18][C:19]2[CH:24]=[CH:23][C:22]([I:25])=[CH:21][C:20]=2[F:26])=[CH:16][C:15]2[N:14]([CH:2]=[CH:3][N:27]=2)[CH:13]=1)=[O:28])[CH3:9]. The catalyst is CO.ClCCl.C(O)C. The yield is 0.560. (6) No catalyst specified. The product is [CH3:10][O:11][C:12](=[O:29])[C:13]1[C:14](=[C:19]([NH:23][CH2:8][C:4]2[O:5][C:6]([CH3:7])=[C:2]([CH3:1])[CH:3]=2)[CH:20]=[CH:21][CH:22]=1)[C:15]([O:17][CH3:18])=[O:16]. The yield is 0.750. The reactants are [CH3:1][C:2]1[CH:3]=[C:4]([CH:8]=O)[O:5][C:6]=1[CH3:7].[CH3:10][O:11][C:12](=[O:29])[C:13]1[C:14](=[C:19]([NH:23]CCCCC)[CH:20]=[CH:21][CH:22]=1)[C:15]([O:17][CH3:18])=[O:16]. (7) The reactants are [CH3:1][C:2]1[CH:7]=[CH:6][C:5]([S:8]([O:11][CH2:12][CH:13]2[CH2:17][C:16]3[C:18]([F:24])=[C:19]([F:23])[CH:20]=[C:21](Br)[C:15]=3[O:14]2)(=[O:10])=[O:9])=[CH:4][CH:3]=1.[CH3:25][C:26]1[CH:31]=[CH:30][CH:29]=[CH:28][C:27]=1B(O)O.C(=O)([O-])[O-].[K+].[K+]. The catalyst is C1C=CC([PH+]([C]2[CH][CH][CH][CH]2)C2C=CC=CC=2)=CC=1.C1C=CC([PH+]([C]2[CH][CH][CH][CH]2)C2C=CC=CC=2)=CC=1.C(Cl)Cl.Cl[Pd]Cl.[Fe]. The product is [CH3:1][C:2]1[CH:7]=[CH:6][C:5]([S:8]([O:11][CH2:12][CH:13]2[CH2:17][C:16]3[C:18]([F:24])=[C:19]([F:23])[CH:20]=[C:21]([C:27]4[CH:28]=[CH:29][CH:30]=[CH:31][C:26]=4[CH3:25])[C:15]=3[O:14]2)(=[O:10])=[O:9])=[CH:4][CH:3]=1. The yield is 0.840. (8) The reactants are [Br:1][C:2]1[CH:3]=[C:4]2[C:9](=[CH:10][CH:11]=1)[N:8]=[C:7]([C:12]1[CH:17]=[CH:16][CH:15]=[CH:14][CH:13]=1)[C:6]([CH2:18][CH2:19][CH2:20][CH2:21][C:22]([OH:24])=[O:23])=[CH:5]2.C(OC(C(F)(F)F)=O)(C(F)(F)F)=O.[CH3:38][C:39](O)([CH3:41])[CH3:40]. The catalyst is C(Cl)Cl.C(=O)(O)[O-].[Na+]. The product is [Br:1][C:2]1[CH:3]=[C:4]2[C:9](=[CH:10][CH:11]=1)[N:8]=[C:7]([C:12]1[CH:17]=[CH:16][CH:15]=[CH:14][CH:13]=1)[C:6]([CH2:18][CH2:19][CH2:20][CH2:21][C:22]([O:24][C:39]([CH3:41])([CH3:40])[CH3:38])=[O:23])=[CH:5]2. The yield is 0.810.